Dataset: NCI-60 drug combinations with 297,098 pairs across 59 cell lines. Task: Regression. Given two drug SMILES strings and cell line genomic features, predict the synergy score measuring deviation from expected non-interaction effect. (1) Drug 1: C1CC(C1)(C(=O)O)C(=O)O.[NH2-].[NH2-].[Pt+2]. Drug 2: CNC(=O)C1=NC=CC(=C1)OC2=CC=C(C=C2)NC(=O)NC3=CC(=C(C=C3)Cl)C(F)(F)F. Cell line: UO-31. Synergy scores: CSS=1.37, Synergy_ZIP=-0.457, Synergy_Bliss=0.725, Synergy_Loewe=0.148, Synergy_HSA=0.254. (2) Drug 1: CC1C(C(CC(O1)OC2CC(CC3=C2C(=C4C(=C3O)C(=O)C5=C(C4=O)C(=CC=C5)OC)O)(C(=O)CO)O)N)O.Cl. Drug 2: CC(C)(C#N)C1=CC(=CC(=C1)CN2C=NC=N2)C(C)(C)C#N. Cell line: HCT116. Synergy scores: CSS=18.1, Synergy_ZIP=3.45, Synergy_Bliss=5.82, Synergy_Loewe=-17.9, Synergy_HSA=0.214. (3) Drug 1: CC1=C(C(=O)C2=C(C1=O)N3CC4C(C3(C2COC(=O)N)OC)N4)N. Drug 2: C1C(C(OC1N2C=NC3=C2NC=NCC3O)CO)O. Cell line: MDA-MB-231. Synergy scores: CSS=10.7, Synergy_ZIP=-5.51, Synergy_Bliss=-7.41, Synergy_Loewe=-8.62, Synergy_HSA=-5.41. (4) Drug 1: CC12CCC3C(C1CCC2NC(=O)OCC(F)(F)F)CCC4C3(C=CC(=O)N4C)C. Drug 2: CCC1(CC2CC(C3=C(CCN(C2)C1)C4=CC=CC=C4N3)(C5=C(C=C6C(=C5)C78CCN9C7C(C=CC9)(C(C(C8N6C)(C(=O)OC)O)OC(=O)C)CC)OC)C(=O)OC)O. Cell line: OVCAR3. Synergy scores: CSS=29.8, Synergy_ZIP=-0.550, Synergy_Bliss=-5.10, Synergy_Loewe=-26.8, Synergy_HSA=-5.99. (5) Drug 1: CC(CN1CC(=O)NC(=O)C1)N2CC(=O)NC(=O)C2. Drug 2: N.N.Cl[Pt+2]Cl. Cell line: OVCAR-5. Synergy scores: CSS=22.2, Synergy_ZIP=-2.44, Synergy_Bliss=2.14, Synergy_Loewe=0.445, Synergy_HSA=1.19. (6) Drug 1: CC1=CC2C(CCC3(C2CCC3(C(=O)C)OC(=O)C)C)C4(C1=CC(=O)CC4)C. Drug 2: CN(C)N=NC1=C(NC=N1)C(=O)N. Cell line: HS 578T. Synergy scores: CSS=11.5, Synergy_ZIP=6.35, Synergy_Bliss=11.9, Synergy_Loewe=4.32, Synergy_HSA=6.08. (7) Drug 1: CS(=O)(=O)C1=CC(=C(C=C1)C(=O)NC2=CC(=C(C=C2)Cl)C3=CC=CC=N3)Cl. Drug 2: C1CCN(CC1)CCOC2=CC=C(C=C2)C(=O)C3=C(SC4=C3C=CC(=C4)O)C5=CC=C(C=C5)O. Cell line: SK-MEL-2. Synergy scores: CSS=1.91, Synergy_ZIP=5.26, Synergy_Bliss=10.8, Synergy_Loewe=5.68, Synergy_HSA=5.68. (8) Drug 1: CN1C(=O)N2C=NC(=C2N=N1)C(=O)N. Drug 2: C(=O)(N)NO. Cell line: SK-MEL-28. Synergy scores: CSS=-1.42, Synergy_ZIP=2.33, Synergy_Bliss=3.04, Synergy_Loewe=-0.600, Synergy_HSA=-0.426. (9) Drug 1: CN1CCC(CC1)COC2=C(C=C3C(=C2)N=CN=C3NC4=C(C=C(C=C4)Br)F)OC. Drug 2: CC1=C(C(=O)C2=C(C1=O)N3CC4C(C3(C2COC(=O)N)OC)N4)N. Cell line: SF-295. Synergy scores: CSS=51.0, Synergy_ZIP=-0.459, Synergy_Bliss=-0.350, Synergy_Loewe=-28.2, Synergy_HSA=0.330.